From a dataset of M1 muscarinic receptor agonist screen with 61,833 compounds. Binary Classification. Given a drug SMILES string, predict its activity (active/inactive) in a high-throughput screening assay against a specified biological target. (1) The drug is Clc1cc(C(/O)=C2\C(N(CCCn3ccnc3)C(=O)C2=O)c2sccc2)ccc1OCC. The result is 0 (inactive). (2) The drug is O(c1c(Nc2ncnc3n(ncc23)c2ccccc2)cc(OC)cc1)C. The result is 0 (inactive).